Dataset: TCR-epitope binding with 47,182 pairs between 192 epitopes and 23,139 TCRs. Task: Binary Classification. Given a T-cell receptor sequence (or CDR3 region) and an epitope sequence, predict whether binding occurs between them. The epitope is WICLLQFAY. The TCR CDR3 sequence is CATSDGQGLNQPQHF. Result: 1 (the TCR binds to the epitope).